Dataset: Catalyst prediction with 721,799 reactions and 888 catalyst types from USPTO. Task: Predict which catalyst facilitates the given reaction. (1) Reactant: [Cl:1][C:2]1[C:11]([C:12]([F:15])([F:14])[F:13])=[CH:10][C:9]2[C:4](=[C:5]([C:16]([OH:18])=O)[CH:6]=[CH:7][CH:8]=2)[N:3]=1.[NH2:19][C:20]1[CH:21]=[N:22][CH:23]=[CH:24][CH:25]=1.CN(C(ON1N=NC2C=CC=NC1=2)=[N+](C)C)C.F[P-](F)(F)(F)(F)F.CCN(C(C)C)C(C)C. Product: [Cl:1][C:2]1[C:11]([C:12]([F:13])([F:14])[F:15])=[CH:10][C:9]2[C:4](=[C:5]([C:16]([NH:19][C:20]3[CH:21]=[N:22][CH:23]=[CH:24][CH:25]=3)=[O:18])[CH:6]=[CH:7][CH:8]=2)[N:3]=1. The catalyst class is: 2. (2) Reactant: Br[C:2]1[CH:11]=[C:10]2[C:5]([CH2:6][CH2:7][CH2:8][CH:9]2[O:12][C:13]2[CH:18]=[CH:17][CH:16]=[CH:15][C:14]=2[CH2:19][C:20]([O:22]C)=[O:21])=[CH:4][CH:3]=1.Cl.[NH2:25][CH2:26][C:27]1[CH:28]=[C:29](B(O)O)[CH:30]=[CH:31][CH:32]=1. Product: [NH2:25][CH2:26][C:27]1[CH:32]=[C:31]([C:2]2[CH:11]=[C:10]3[C:5]([CH2:6][CH2:7][CH2:8][CH:9]3[O:12][C:13]3[CH:18]=[CH:17][CH:16]=[CH:15][C:14]=3[CH2:19][C:20]([OH:22])=[O:21])=[CH:4][CH:3]=2)[CH:30]=[CH:29][CH:28]=1. The catalyst class is: 3. (3) Reactant: [OH:1]O.[NH2:3][C:4]1[N:8]([C:9]2[C:14]([Cl:15])=[CH:13][C:12]([C:16]([F:19])([F:18])[F:17])=[CH:11][C:10]=2[Cl:20])[C:7]([C:21]#[N:22])=[C:6]([C:23]#[N:24])[C:5]=1[S:25][C:26]([F:29])([F:28])[F:27].C(Cl)Cl.O. Product: [NH2:3][C:4]1[N:8]([C:9]2[C:14]([Cl:15])=[CH:13][C:12]([C:16]([F:17])([F:18])[F:19])=[CH:11][C:10]=2[Cl:20])[C:7]([C:21]#[N:22])=[C:6]([C:23]#[N:24])[C:5]=1[S:25]([C:26]([F:29])([F:28])[F:27])=[O:1]. The catalyst class is: 55.